From a dataset of Experimentally validated miRNA-target interactions with 360,000+ pairs, plus equal number of negative samples. Binary Classification. Given a miRNA mature sequence and a target amino acid sequence, predict their likelihood of interaction. (1) The miRNA is hsa-miR-767-3p with sequence UCUGCUCAUACCCCAUGGUUUCU. The protein sequence of the target gene is MADSAELKQMVMSLRVSELQVLLGYAGRNKHGRKHELLTKALHLLKAGCSPAVQMKIKELYRRRFPQKIMTPADLSIPNVHSSPMPATLSPSTIPQLTYDGHPASSPLLPVSLLGPKHELELPHLTSALHPVHPDIKLQKLPFYDLLDELIKPTSLASDNSQRFRETCFAFALTPQQVQQISSSMDISGTKCDFTVQVQLRFCLSETSCPQEDHFPPNLCVKVNTKPCSLPGYLPPTKNGVEPKRPSRPINITSLVRLSTTVPNTIVVSWTAEIGRNYSMAVYLVKQLSSTVLLQRLRAK.... Result: 0 (no interaction). (2) The protein sequence of the target gene is MLALEAAQLDGPHFSCLYPDGVFYDLDSCKHSSYPDSEGAPDSLWDWTVAPPVPATPYEAFDPAAAAFSHPQAAQLCYEPPTYSPAGNLELAPSLEAPGPGLPAYPTENFASQTLVPPAYAPYPSPVLSEEEDLPLDSPALEVSDSESDEALVAGPEGKGSEAGTRKKLRLYQFLLGLLTRGDMRECVWWVEPGAGVFQFSSKHKELLARRWGQQKGNRKRMTYQKLARALRNYAKTGEIRKVKRKLTYQFDSALLPAVRRA. Result: 1 (interaction). The miRNA is hsa-miR-6499-3p with sequence AGCAGUGUUUGUUUUGCCCACA. (3) The miRNA is hsa-miR-3186-3p with sequence UCACGCGGAGAGAUGGCUUUG. The protein sequence of the target gene is MAAAGGGAAAAAGRAYSFKVVLLGEGCVGKTSLVLRYCENKFNDKHITTLQASFLTKKLNIGGKRVNLAIWDTAGQERFHALGPIYYRDSNGAILVYDVTDEDSFQKVKNWVKELRKMLGNEICLCIVGNKIDLEKERHVSIQEAESYAESVGAKHYHTSAKQNKGIEELFLDLCKRMIETAQVDERAKGNGSSQAGAARRGVQIIDDEPQAQSSGGCCSSG. Result: 0 (no interaction).